From a dataset of Forward reaction prediction with 1.9M reactions from USPTO patents (1976-2016). Predict the product of the given reaction. (1) Given the reactants C(O)(C(F)(F)F)=O.[CH:8]1([N:13]2[C:17]3[N:18]=[C:19]([NH2:22])[N:20]=[CH:21][C:16]=3[C:15]3[CH:23]=[CH:24][N:25]=[CH:26][C:14]2=3)[CH2:12][CH2:11][CH2:10][CH2:9]1.Cl[C:28]1[N:33]=[CH:32][C:31]([S:34]([N:37]2[CH2:42][CH2:41][N:40](C(OC(C)(C)C)=O)[CH2:39][CH2:38]2)(=[O:36])=[O:35])=[CH:30][CH:29]=1, predict the reaction product. The product is: [CH:8]1([N:13]2[C:17]3[N:18]=[C:19]([NH:22][C:28]4[CH:29]=[CH:30][C:31]([S:34]([N:37]5[CH2:38][CH2:39][NH:40][CH2:41][CH2:42]5)(=[O:36])=[O:35])=[CH:32][N:33]=4)[N:20]=[CH:21][C:16]=3[C:15]3[CH:23]=[CH:24][N:25]=[CH:26][C:14]2=3)[CH2:9][CH2:10][CH2:11][CH2:12]1. (2) The product is: [C:23]([C:12]1[C:11]([N:1]2[CH2:6][CH2:5][CH:4]([C:7]([OH:9])=[O:8])[CH2:3][CH2:2]2)=[N:16][C:15]([CH3:17])=[C:14]([C:18]([S:19][CH2:20][CH3:21])=[O:22])[CH:13]=1)#[N:24]. Given the reactants [NH:1]1[CH2:6][CH2:5][CH:4]([C:7]([OH:9])=[O:8])[CH2:3][CH2:2]1.Cl[C:11]1[N:16]=[C:15]([CH3:17])[C:14]([C:18](=[O:22])[S:19][CH2:20][CH3:21])=[CH:13][C:12]=1[C:23]#[N:24].CCN(C(C)C)C(C)C.[NH4+].[Cl-], predict the reaction product. (3) Given the reactants Cl[C:2]1[S:10][C:9]2[C:8]([C:11]([C:13]3[S:14][CH:15]=[CH:16][CH:17]=3)=[O:12])=[N:7][C:6]([NH:18][CH2:19][C:20]3[CH:21]=[N:22][CH:23]=[CH:24][CH:25]=3)=[N:5][C:4]=2[CH:3]=1.[CH2:26]([NH2:28])[CH3:27].Cl, predict the reaction product. The product is: [CH2:26]([NH:28][C:2]1[S:10][C:9]2[C:8]([C:11]([C:13]3[S:14][CH:15]=[CH:16][CH:17]=3)=[O:12])=[N:7][C:6]([NH:18][CH2:19][C:20]3[CH:21]=[N:22][CH:23]=[CH:24][CH:25]=3)=[N:5][C:4]=2[CH:3]=1)[CH3:27]. (4) Given the reactants [CH2:1]([O:3][C:4](=[O:29])[C:5]1[CH:10]=[CH:9][C:8]([N:11]2[CH:15]=[C:14]([C:16]3[CH:21]=[CH:20][CH:19]=[CH:18][C:17]=3[OH:22])[C:13]([C:23]#[N:24])=[CH:12]2)=[CH:7][C:6]=1[O:25]COC)[CH3:2].O1CCCC1.C(O)C.Cl, predict the reaction product. The product is: [CH2:1]([O:3][C:4](=[O:29])[C:5]1[CH:10]=[CH:9][C:8]([N:11]2[CH:15]=[C:14]([C:16]3[CH:21]=[CH:20][CH:19]=[CH:18][C:17]=3[OH:22])[C:13]([C:23]#[N:24])=[CH:12]2)=[CH:7][C:6]=1[OH:25])[CH3:2].